From a dataset of Forward reaction prediction with 1.9M reactions from USPTO patents (1976-2016). Predict the product of the given reaction. (1) Given the reactants C(O[N:11]1[C:15]2[CH:16]=[CH:17][CH:18]=[N:19][C:14]=2[N:13]=[N:12]1)(=O)CCCCCCC(O[N:11]1[C:15]2[CH:16]=[CH:17][CH:18]=[N:19][C:14]=2[N:13]=[N:12]1)=O.C(OC1C2N=NNC=2C=CN=1)(=O)CCCC(OC1C2N=NNC=2C=CN=1)=[O:36].C(C1N=C(OOC2C3N=NNC=3C=CN=2)C2N=NNC=2C=1)(=O)CCCCCCCCC.C(ON1C2=NC=CC=C2N=N1)(=O)CCCCCCCCC(ON1C2=NC=CC=C2N=N1)=O.C(ON1C(=O)CCC1=O)(=O)CCCCCCC(ON1C(=O)CCC1=O)=O.C1(=O)N(C(SSC(N2C(=O)CCC2=O)(C)C([O-])=O)(C)C([O-])=O)C(=O)CC1.C1(=O)N(C(CC(O)=O)C(O)=O)C(=O)CC1.C1(=O)N(C(CC(O)=O)C(O)=O)C(=O)CC1.C(O)CO.N[C@@H](CCC(N[C@H](C(NCC(O)=O)=O)CS)=O)C(O)=O.C(O)(=O)/C=C/C1C=C(OC)C(O)=C(OC)C=1, predict the reaction product. The product is: [OH:36][N:13]1[C:14]2[N:19]=[CH:18][CH:17]=[CH:16][C:15]=2[N:11]=[N:12]1. (2) Given the reactants [CH3:1][C:2]1[N:7]=[C:6]([N+:8]([O-:10])=[O:9])[C:5]([OH:11])=[CH:4][CH:3]=1.[OH-].[Na+].C([O-])(=O)C.[Na+].[Br:19]Br, predict the reaction product. The product is: [Br:19][C:4]1[CH:3]=[C:2]([CH3:1])[N:7]=[C:6]([N+:8]([O-:10])=[O:9])[C:5]=1[OH:11]. (3) The product is: [Cl:1][C:2]1[CH:3]=[C:4]([NH:5][C:11](=[O:12])[CH3:10])[CH:6]=[C:7]([F:9])[CH:8]=1. Given the reactants [Cl:1][C:2]1[CH:3]=[C:4]([CH:6]=[C:7]([F:9])[CH:8]=1)[NH2:5].[CH3:10][C:11](OC(C)=O)=[O:12], predict the reaction product. (4) Given the reactants C(N1C2C(=CC=CC=2)C(O)([CH2:14][C:15](=[O:22])[C:16]2[CH:21]=[CH:20][CH:19]=[CH:18][N:17]=2)C1=O)CCC.[Cl:25][C:26]1[CH:27]=[C:28]2[C:32](=[C:33]([Cl:35])[CH:34]=1)[N:31]([CH2:36][CH2:37][CH3:38])[C:30](=[O:39])[C:29]2=[O:40].C(N1C2C(=CC(C)=CC=2)[C:47](=[O:55])C1=O)C(C)C, predict the reaction product. The product is: [Cl:25][C:26]1[CH:27]=[C:28]2[C:32](=[C:33]([Cl:35])[CH:34]=1)[N:31]([CH2:36][CH2:37][CH3:38])[C:30](=[O:39])[C:29]2([OH:40])[CH2:14][C:15]([C:16]1[CH:21]=[CH:20][CH:19]=[C:18]([O:55][CH3:47])[N:17]=1)=[O:22]. (5) Given the reactants [N:1]1[CH:2]=[C:3]([C:10]([NH:12][C:13]2[CH:14]=[C:15]([CH:19]=[CH:20][C:21]=2[CH3:22])[C:16]([OH:18])=O)=[O:11])[N:4]2[CH:9]=[CH:8][CH:7]=[CH:6][C:5]=12.CCN(C(C)C)C(C)C.CN(C(ON1N=NC2C=CC=NC1=2)=[N+](C)C)C.F[P-](F)(F)(F)(F)F.O[N:57]=[C:58]([NH2:65])[C:59]1[CH:64]=[CH:63][CH:62]=[CH:61][N:60]=1, predict the reaction product. The product is: [CH3:22][C:21]1[CH:20]=[CH:19][C:15]([C:16]2[O:18][N:65]=[C:58]([C:59]3[CH:64]=[CH:63][CH:62]=[CH:61][N:60]=3)[N:57]=2)=[CH:14][C:13]=1[NH:12][C:10]([C:3]1[N:4]2[CH:9]=[CH:8][CH:7]=[CH:6][C:5]2=[N:1][CH:2]=1)=[O:11].